Dataset: Full USPTO retrosynthesis dataset with 1.9M reactions from patents (1976-2016). Task: Predict the reactants needed to synthesize the given product. (1) The reactants are: [Cl:1][C:2]1[N:7]2[N:8]=[C:9]([CH3:20])[C:10]([C:11]3[C:16]([CH3:17])=[CH:15][C:14]([CH3:18])=[CH:13][C:12]=3[CH3:19])=[C:6]2[N:5]=[C:4]([CH3:21])[C:3]=1[CH2:22][CH2:23]Cl.[NH2:25][CH:26]([CH2:29][CH3:30])[CH2:27][CH3:28].O.C(OCC)(=O)C. Given the product [ClH:1].[CH2:27]([CH:26]([N:25]1[C:2]2[N:7]3[N:8]=[C:9]([CH3:20])[C:10]([C:11]4[C:16]([CH3:17])=[CH:15][C:14]([CH3:18])=[CH:13][C:12]=4[CH3:19])=[C:6]3[N:5]=[C:4]([CH3:21])[C:3]=2[CH2:22][CH2:23]1)[CH2:29][CH3:30])[CH3:28], predict the reactants needed to synthesize it. (2) The reactants are: C([O:3][C:4]([C:6]1[N:7]([C:26]2[CH:31]=[CH:30][C:29]([O:32][CH:33]([CH3:35])[CH3:34])=[CH:28][CH:27]=2)[C:8]2[C:13]([CH:14]=1)=[C:12]([NH2:15])[C:11]([C:16]1[CH:21]=[CH:20][C:19]([O:22][CH:23]([CH3:25])[CH3:24])=[CH:18][CH:17]=1)=[CH:10][CH:9]=2)=[O:5])C.[OH-].[Na+].[ClH:38]. Given the product [ClH:38].[NH2:15][C:12]1[C:11]([C:16]2[CH:17]=[CH:18][C:19]([O:22][CH:23]([CH3:24])[CH3:25])=[CH:20][CH:21]=2)=[CH:10][CH:9]=[C:8]2[C:13]=1[CH:14]=[C:6]([C:4]([OH:5])=[O:3])[N:7]2[C:26]1[CH:31]=[CH:30][C:29]([O:32][CH:33]([CH3:34])[CH3:35])=[CH:28][CH:27]=1, predict the reactants needed to synthesize it.